Regression. Given a peptide amino acid sequence and an MHC pseudo amino acid sequence, predict their binding affinity value. This is MHC class I binding data. From a dataset of Peptide-MHC class I binding affinity with 185,985 pairs from IEDB/IMGT. (1) The peptide sequence is RASTTENAAY. The MHC is HLA-A11:01 with pseudo-sequence HLA-A11:01. The binding affinity (normalized) is 0.414. (2) The peptide sequence is GKIKGKYSY. The MHC is HLA-A01:01 with pseudo-sequence HLA-A01:01. The binding affinity (normalized) is 0.0847. (3) The MHC is HLA-B08:02 with pseudo-sequence HLA-B08:02. The peptide sequence is FTENGPWMY. The binding affinity (normalized) is 0.0847. (4) The peptide sequence is GVLIAGIILL. The MHC is HLA-A02:06 with pseudo-sequence HLA-A02:06. The binding affinity (normalized) is 0.632. (5) The peptide sequence is LTAAVLLLV. The MHC is HLA-A68:02 with pseudo-sequence HLA-A68:02. The binding affinity (normalized) is 0.972.